This data is from Full USPTO retrosynthesis dataset with 1.9M reactions from patents (1976-2016). The task is: Predict the reactants needed to synthesize the given product. (1) Given the product [OH:8][CH2:9][C:10]1[N:15]=[CH:14][C:13]2[N:16]=[CH:17][N:18]([C:19]3[S:23][C:22]([C:24]([NH2:26])=[O:25])=[C:21]([O:27][CH:28]([C:30]4[CH:35]=[CH:34][CH:33]=[CH:32][C:31]=4[CH3:36])[CH3:29])[CH:20]=3)[C:12]=2[CH:11]=1, predict the reactants needed to synthesize it. The reactants are: [Si]([O:8][CH2:9][C:10]1[N:15]=[CH:14][C:13]2[N:16]=[CH:17][N:18]([C:19]3[S:23][C:22]([C:24]([NH2:26])=[O:25])=[C:21]([O:27][CH:28]([C:30]4[CH:35]=[CH:34][CH:33]=[CH:32][C:31]=4[CH3:36])[CH3:29])[CH:20]=3)[C:12]=2[CH:11]=1)(C(C)(C)C)(C)C.[F-].C([N+](CCCC)(CCCC)CCCC)CCC. (2) The reactants are: Br[C:2]1[N:3]=[C:4]2[C:9](=[N:10][CH:11]=1)[NH:8]C(=O)N(C1C=CC=C(Cl)C=1)[C:5]2=[O:20].[CH3:21][O-:22].[Na+].[OH-:24].[Na+]. Given the product [NH2:8][C:9]1[C:4]([C:5]([OH:20])=[O:24])=[N:3][C:2]([O:22][CH3:21])=[CH:11][N:10]=1, predict the reactants needed to synthesize it. (3) The reactants are: [OH-].[Li+].[C:3]([C:5]1[CH:6]=[C:7]([NH:12][C:13]2[N:22]=[CH:21][CH:20]=[CH:19][C:14]=2[C:15]([O:17]C)=[O:16])[CH:8]=[CH:9][C:10]=1[F:11])#[N:4]. Given the product [C:3]([C:5]1[CH:6]=[C:7]([NH:12][C:13]2[N:22]=[CH:21][CH:20]=[CH:19][C:14]=2[C:15]([OH:17])=[O:16])[CH:8]=[CH:9][C:10]=1[F:11])#[N:4], predict the reactants needed to synthesize it. (4) Given the product [N:1]([CH2:10][CH:11]([C:17]1[C:26]2[C:21](=[CH:22][CH:23]=[C:24]([O:27][CH3:28])[CH:25]=2)[CH:20]=[CH:19][CH:18]=1)[CH2:12][NH:13][C:14](=[O:16])[CH3:15])=[N+:2]=[N-:3], predict the reactants needed to synthesize it. The reactants are: [N-:1]=[N+:2]=[N-:3].[Na+].CS(O[CH2:10][CH:11]([C:17]1[C:26]2[C:21](=[CH:22][CH:23]=[C:24]([O:27][CH3:28])[CH:25]=2)[CH:20]=[CH:19][CH:18]=1)[CH2:12][NH:13][C:14](=[O:16])[CH3:15])(=O)=O.O.